Dataset: Reaction yield outcomes from USPTO patents with 853,638 reactions. Task: Predict the reaction yield, written as a fraction of the theoretical maximum amount of product (1.0 means a 100% yield; for example, 0.34 means a 34% yield). (1) The reactants are [CH2:1]([O:8][N:9]1[C:15](=[O:16])[N:14]2[CH2:17][C@H:10]1[CH2:11][CH2:12][C@H:13]2[C:18]([NH:20][NH:21][C:22]([N:24]1[CH2:29][CH2:28][N:27]([C:30]([O:32][C:33]([CH3:36])([CH3:35])[CH3:34])=[O:31])[CH2:26][CH2:25]1)=[O:23])=O)[C:2]1[CH:7]=[CH:6][CH:5]=[CH:4][CH:3]=1.N1C=CC=CC=1.O(S(C(F)(F)F)(=O)=O)S(C(F)(F)F)(=O)=O.C([O-])(O)=O.[Na+]. The catalyst is C(Cl)Cl. The product is [CH2:1]([O:8][N:9]1[C:15](=[O:16])[N:14]2[CH2:17][C@H:10]1[CH2:11][CH2:12][C@H:13]2[C:18]1[O:23][C:22]([N:24]2[CH2:29][CH2:28][N:27]([C:30]([O:32][C:33]([CH3:35])([CH3:36])[CH3:34])=[O:31])[CH2:26][CH2:25]2)=[N:21][N:20]=1)[C:2]1[CH:3]=[CH:4][CH:5]=[CH:6][CH:7]=1. The yield is 0.830. (2) The reactants are CS[C:3]1[O:4][C:5]2[CH:11]=[CH:10][C:9]([N+:12]([O-:14])=[O:13])=[CH:8][C:6]=2[N:7]=1.[NH3:15].[CH3:16]O. The yield is 0.490. The product is [CH3:16][NH:15][C:3]1[O:4][C:5]2[CH:11]=[CH:10][C:9]([N+:12]([O-:14])=[O:13])=[CH:8][C:6]=2[N:7]=1. No catalyst specified.